Dataset: Full USPTO retrosynthesis dataset with 1.9M reactions from patents (1976-2016). Task: Predict the reactants needed to synthesize the given product. (1) The reactants are: Cl[C:2]1[N:7]=[C:6]([N:8]2[C:12]([C:13]([F:16])([F:15])[F:14])=[C:11]([C:17]([O:19][CH2:20][CH3:21])=[O:18])[CH:10]=[N:9]2)[CH:5]=[CH:4][CH:3]=1.[Cl:22][C:23]1[C:24]([CH:32]=[O:33])=[C:25](B(O)O)[CH:26]=[CH:27][CH:28]=1.C(=O)([O-])[O-].[Na+].[Na+]. Given the product [Cl:22][C:23]1[C:24]([CH:32]=[O:33])=[C:25]([C:2]2[N:7]=[C:6]([N:8]3[C:12]([C:13]([F:14])([F:15])[F:16])=[C:11]([C:17]([O:19][CH2:20][CH3:21])=[O:18])[CH:10]=[N:9]3)[CH:5]=[CH:4][CH:3]=2)[CH:26]=[CH:27][CH:28]=1, predict the reactants needed to synthesize it. (2) Given the product [CH3:1][CH2:2][CH2:3][S:4]([NH:7][C:8]1[CH:9]=[CH:10][C:11]([F:33])=[C:12]([C:15]([C:17]2[C:21]3[CH:22]=[C:23]([C:26]4[CH:27]=[CH:28][C:29]([Cl:32])=[CH:30][CH:31]=4)[CH:24]=[N:25][C:20]=3[NH:19][CH:18]=2)=[O:16])[C:13]=1[F:14])(=[O:6])=[O:5].[S:36]([CH2:34][CH3:35])([O-:39])(=[O:38])=[O:37], predict the reactants needed to synthesize it. The reactants are: [CH3:1][CH2:2][CH2:3][S:4]([NH:7][C:8]1[CH:9]=[CH:10][C:11]([F:33])=[C:12]([C:15]([C:17]2[C:21]3[CH:22]=[C:23]([C:26]4[CH:27]=[CH:28][C:29]([Cl:32])=[CH:30][CH:31]=4)[CH:24]=[N:25][C:20]=3[NH:19][CH:18]=2)=[O:16])[C:13]=1[F:14])(=[O:6])=[O:5].[CH2:34]([S:36]([OH:39])(=[O:38])=[O:37])[CH3:35]. (3) Given the product [C:17]([C:10]1[C:9]2[CH:11]=[CH:12][C:13]([O:15][CH3:16])=[CH:14][C:8]=2[O:7][C:6]=1[CH2:4][CH3:5])(=[O:26])[C:18]1[CH:23]=[CH:22][C:21]([O:24][CH3:25])=[CH:20][CH:19]=1, predict the reactants needed to synthesize it. The reactants are: C(=S)=S.[CH2:4]([C:6]1[O:7][C:8]2[CH:14]=[C:13]([O:15][CH3:16])[CH:12]=[CH:11][C:9]=2[CH:10]=1)[CH3:5].[C:17](Cl)(=[O:26])[C:18]1[CH:23]=[CH:22][C:21]([O:24][CH3:25])=[CH:20][CH:19]=1.[Sn](Cl)(Cl)(Cl)Cl. (4) Given the product [C:13]1([C:16]2[CH:17]=[CH:18][CH:19]=[CH:20][CH:21]=2)[CH:14]=[CH:15][C:10]([NH:9][C:7](=[O:8])[C:6]([OH:22])=[O:5])=[CH:11][CH:12]=1, predict the reactants needed to synthesize it. The reactants are: [OH-].[Na+].C([O:5][C:6](=[O:22])[C:7]([NH:9][C:10]1[CH:15]=[CH:14][C:13]([C:16]2[CH:21]=[CH:20][CH:19]=[CH:18][CH:17]=2)=[CH:12][CH:11]=1)=[O:8])C.Cl. (5) Given the product [NH2:22][CH2:21][C:20]1[CH:30]=[CH:31][C:17]([CH:15]([CH3:16])[C:14]([NH:13][CH2:12][C:11]2[C:6]([O:5][CH2:1][CH2:2][CH2:3][CH3:4])=[N:7][C:8]([C:35]([F:37])([F:38])[F:36])=[CH:9][CH:10]=2)=[O:34])=[CH:18][C:19]=1[O:32][CH3:33], predict the reactants needed to synthesize it. The reactants are: [CH2:1]([O:5][C:6]1[C:11]([CH2:12][NH:13][C:14](=[O:34])[CH:15]([C:17]2[CH:31]=[CH:30][C:20]([CH2:21][NH:22]C(=O)OC(C)(C)C)=[C:19]([O:32][CH3:33])[CH:18]=2)[CH3:16])=[CH:10][CH:9]=[C:8]([C:35]([F:38])([F:37])[F:36])[N:7]=1)[CH2:2][CH2:3][CH3:4].FC(F)(F)C(O)=O.C([O-])(O)=O.[Na+]. (6) Given the product [F:43][C:40]([F:41])([F:42])[C:38]1[CH:37]=[C:5]([C:6]([O:8][C@H:9]2[CH2:13][N:12]([C:14]([O:16][C:17]([CH3:20])([CH3:19])[CH3:18])=[O:15])[C@@H:11]([CH2:21][O:22][Si:23]([C:26]([CH3:29])([CH3:28])[CH3:27])([CH3:25])[CH3:24])[C@@H:10]2[C:30]2[CH:35]=[CH:34][C:33]([F:36])=[CH:32][CH:31]=2)=[CH2:46])[CH:4]=[C:3]([C:2]([F:45])([F:44])[F:1])[CH:39]=1, predict the reactants needed to synthesize it. The reactants are: [F:1][C:2]([F:45])([F:44])[C:3]1[CH:4]=[C:5]([CH:37]=[C:38]([C:40]([F:43])([F:42])[F:41])[CH:39]=1)[C:6]([O:8][C@H:9]1[CH2:13][N:12]([C:14]([O:16][C:17]([CH3:20])([CH3:19])[CH3:18])=[O:15])[C@@H:11]([CH2:21][O:22][Si:23]([C:26]([CH3:29])([CH3:28])[CH3:27])([CH3:25])[CH3:24])[C@@H:10]1[C:30]1[CH:35]=[CH:34][C:33]([F:36])=[CH:32][CH:31]=1)=O.[CH2:46]1COCC1. (7) Given the product [F:1][C:2]1[C:3]([OH:35])=[CH:4][CH:5]=[C:6]2[C:10]=1[N:9]([C:11]1[N:15]=[C:14]([CH:16]3[CH2:21][CH2:20][N:19]([CH:22]4[CH2:27][CH2:26][N:25]([C:28](=[O:31])[CH3:29])[CH2:24][CH2:23]4)[CH2:18][CH2:17]3)[O:13][N:12]=1)[N:8]=[C:7]2[CH:32]([CH3:33])[CH3:34], predict the reactants needed to synthesize it. The reactants are: [F:1][C:2]1[C:3]([OH:35])=[CH:4][CH:5]=[C:6]2[C:10]=1[N:9]([C:11]1[N:15]=[C:14]([CH:16]3[CH2:21][CH2:20][N:19]([CH:22]4[CH2:27][CH2:26][N:25]([C:28](=[O:31])[CH2:29]O)[CH2:24][CH2:23]4)[CH2:18][CH2:17]3)[O:13][N:12]=1)[N:8]=[C:7]2[CH:32]([CH3:34])[CH3:33].FC1C(OC)=CC=C2C=1N(C1N=C(C3CCN(C4CCN(C(=O)C)CC4)CC3)ON=1)N=C2C(C)C. (8) Given the product [Br:36][C:21]1[N:17]([C:14]2[CH:15]=[CH:16][C:11]([C:7]3[CH:8]=[CH:9][CH:10]=[C:5]([S:2]([CH3:1])(=[O:4])=[O:3])[CH:6]=3)=[CH:12][CH:13]=2)[C:18]([C:26]2[CH:31]=[CH:30][CH:29]=[CH:28][C:27]=2[C:32]([F:35])([F:34])[F:33])=[N:19][C:20]=1[C:22]([OH:25])([CH3:24])[CH3:23], predict the reactants needed to synthesize it. The reactants are: [CH3:1][S:2]([C:5]1[CH:6]=[C:7]([C:11]2[CH:16]=[CH:15][C:14]([N:17]3[CH:21]=[C:20]([C:22]([OH:25])([CH3:24])[CH3:23])[N:19]=[C:18]3[C:26]3[CH:31]=[CH:30][CH:29]=[CH:28][C:27]=3[C:32]([F:35])([F:34])[F:33])=[CH:13][CH:12]=2)[CH:8]=[CH:9][CH:10]=1)(=[O:4])=[O:3].[Br:36]N1C(=O)CCC1=O. (9) Given the product [Cl:21][C:22]1[C:23]([F:32])=[C:24]([C:25]2[O:15][N:14]=[C:13]([CH2:12][N:8]3[C:9]4[C:5](=[C:4]([C:17]([F:19])([F:20])[F:18])[C:3]([C:1]#[N:2])=[CH:11][CH:10]=4)[CH:6]=[CH:7]3)[N:16]=2)[C:28]([F:31])=[CH:29][CH:30]=1, predict the reactants needed to synthesize it. The reactants are: [C:1]([C:3]1[C:4]([C:17]([F:20])([F:19])[F:18])=[C:5]2[C:9](=[CH:10][CH:11]=1)[N:8]([CH2:12][C:13](=[NH:16])[NH:14][OH:15])[CH:7]=[CH:6]2)#[N:2].[Cl:21][C:22]1[C:23]([F:32])=[C:24]([C:28]([F:31])=[CH:29][CH:30]=1)[C:25](O)=O.